From a dataset of Reaction yield outcomes from USPTO patents with 853,638 reactions. Predict the reaction yield, written as a fraction of the theoretical maximum amount of product (1.0 means a 100% yield; for example, 0.34 means a 34% yield). (1) The reactants are [F:1][C:2]1[CH:9]=[CH:8][C:7]([CH:10]=[C:11]2[C:19]3[C:14](=[CH:15][CH:16]=[CH:17][CH:18]=3)[C:13](=O)[O:12]2)=[CH:6][C:3]=1[C:4]#N.[OH-:21].[Na+].[OH2:23].[NH2:24][NH2:25].Cl. The catalyst is O. The product is [F:1][C:2]1[CH:9]=[CH:8][C:7]([CH2:10][C:11]2[C:19]3[C:14](=[CH:15][CH:16]=[CH:17][CH:18]=3)[C:13](=[O:12])[NH:25][N:24]=2)=[CH:6][C:3]=1[C:4]([OH:23])=[O:21]. The yield is 0.700. (2) The reactants are [C:1](O)(=[O:4])[CH:2]=[CH2:3].O=C1N(P(Cl)(N2CCOC2=O)=O)CCO1.C(N(CC)C(C)C)(C)C.[NH2:30][C:31]1[CH:32]=[C:33]([CH:55]=[CH:56][CH:57]=1)[O:34][C:35]1[N:40]=[CH:39][N:38]=[C:37]([NH2:41])[C:36]=1[C:42]1[CH:47]=[CH:46][C:45]([O:48][C:49]2[CH:54]=[CH:53][CH:52]=[CH:51][CH:50]=2)=[CH:44][CH:43]=1. The catalyst is O1CCOCC1. The product is [NH2:41][C:37]1[N:38]=[CH:39][N:40]=[C:35]([O:34][C:33]2[CH:32]=[C:31]([NH:30][C:1](=[O:4])[CH:2]=[CH2:3])[CH:57]=[CH:56][CH:55]=2)[C:36]=1[C:42]1[CH:43]=[CH:44][C:45]([O:48][C:49]2[CH:54]=[CH:53][CH:52]=[CH:51][CH:50]=2)=[CH:46][CH:47]=1. The yield is 0.250. (3) The reactants are ClCCl.[CH2:4]([O:11][CH2:12][CH:13]([OH:23])[CH2:14][O:15][CH2:16][C:17]1[CH:22]=[CH:21][CH:20]=[CH:19][CH:18]=1)[C:5]1[CH:10]=[CH:9][CH:8]=[CH:7][CH:6]=1.C(N(CC)CC)C.CS(C)=O. The catalyst is C(OCC)(=O)C.O. The product is [CH2:4]([O:11][CH2:12][C:13]([CH2:14][O:15][CH2:16][C:17]1[CH:18]=[CH:19][CH:20]=[CH:21][CH:22]=1)=[O:23])[C:5]1[CH:6]=[CH:7][CH:8]=[CH:9][CH:10]=1. The yield is 1.00. (4) The reactants are BrN1[C:6](=[O:7])[CH2:5][CH2:4][C:3]1=O.[CH2:9](N(S(F)(F)F)[CH2:12][CH3:13])[CH3:10].C(=O)(O)[O-:19].[Na+]. The catalyst is ClCCl. The product is [C:12]([O:7][CH2:6][CH3:5])(=[O:19])[CH3:13].[CH3:3][CH2:4][CH2:5][CH2:6][CH2:9][CH3:10]. The yield is 0.450. (5) The reactants are [Cl:1][C:2]1[C:7]([C@H:8]2[CH2:12][CH2:11][CH2:10][N:9]2C(OC(C)(C)C)=O)=[CH:6][C:5]([F:20])=[CH:4][N:3]=1.[ClH:21]. The catalyst is O1CCOCC1. The product is [ClH:1].[ClH:21].[Cl:1][C:2]1[C:7]([C@H:8]2[CH2:12][CH2:11][CH2:10][NH:9]2)=[CH:6][C:5]([F:20])=[CH:4][N:3]=1. The yield is 0.800.